Dataset: Catalyst prediction with 721,799 reactions and 888 catalyst types from USPTO. Task: Predict which catalyst facilitates the given reaction. (1) Reactant: [Cl:1][C:2]1[CH:7]=[CH:6][CH:5]=[CH:4][C:3]=1[CH:8]([O:10][C:11](=[O:27])[NH:12][C:13]1[C:14]([CH3:26])=[N:15][O:16][C:17]=1[C:18]1[CH:23]=[CH:22][C:21]([CH2:24]Cl)=[CH:20][CH:19]=1)[CH3:9].[SH:28][C:29]1[CH:34]=[CH:33][C:32]([CH2:35][C:36]([OH:38])=[O:37])=[CH:31][CH:30]=1.C(=O)([O-])[O-].[K+].[K+]. Product: [Cl:1][C:2]1[CH:7]=[CH:6][CH:5]=[CH:4][C:3]=1[CH:8]([O:10][C:11]([NH:12][C:13]1[C:14]([CH3:26])=[N:15][O:16][C:17]=1[C:18]1[CH:23]=[CH:22][C:21]([CH2:24][S:28][C:29]2[CH:30]=[CH:31][C:32]([CH2:35][C:36]([OH:38])=[O:37])=[CH:33][CH:34]=2)=[CH:20][CH:19]=1)=[O:27])[CH3:9]. The catalyst class is: 3. (2) Product: [CH3:7][C:5]1[O:6][C:2]([C:17]2[CH:18]=[CH:19][C:14]([S:11]([CH3:10])(=[O:13])=[O:12])=[CH:15][CH:16]=2)=[CH:3][C:4]=1[CH:8]=[O:9]. The catalyst class is: 103. Reactant: Br[C:2]1[O:6][C:5]([CH3:7])=[C:4]([CH:8]=[O:9])[CH:3]=1.[CH3:10][S:11]([C:14]1[CH:19]=[CH:18][C:17](B(O)O)=[CH:16][CH:15]=1)(=[O:13])=[O:12].C(=O)([O-])[O-].[Na+].[Na+].COCCOC. (3) Reactant: [CH2:1]([N:8]([CH2:13][CH2:14][CH:15]([OH:24])[CH2:16][C:17]1[CH:22]=[CH:21][C:20]([F:23])=[CH:19][CH:18]=1)[C:9](=[O:12])[CH2:10]Cl)[C:2]1[CH:7]=[CH:6][CH:5]=[CH:4][CH:3]=1.[H-].[Na+]. Product: [CH2:1]([N:8]1[CH2:13][CH2:14][CH:15]([CH2:16][C:17]2[CH:22]=[CH:21][C:20]([F:23])=[CH:19][CH:18]=2)[O:24][CH2:10][C:9]1=[O:12])[C:2]1[CH:7]=[CH:6][CH:5]=[CH:4][CH:3]=1. The catalyst class is: 1. (4) Reactant: [CH3:1][C:2]1[CH:7]=[CH:6][C:5]([C:8]([C:10]2[CH:15]=[CH:14][CH:13]=[CH:12][CH:11]=2)=O)=[CH:4][CH:3]=1.[CH3:16][O:17][C:18]1[CH:26]=[CH:25][C:21]([CH2:22][NH:23][NH2:24])=[CH:20][CH:19]=1.C(O)(=O)C. Product: [CH3:16][O:17][C:18]1[CH:26]=[CH:25][C:21]([CH2:22][NH:23]/[N:24]=[C:8](\[C:5]2[CH:6]=[CH:7][C:2]([CH3:1])=[CH:3][CH:4]=2)/[C:10]2[CH:15]=[CH:14][CH:13]=[CH:12][CH:11]=2)=[CH:20][CH:19]=1. The catalyst class is: 5. (5) Reactant: [CH:1]1([C:4](=O)[CH2:5][C:6]#[N:7])[CH2:3][CH2:2]1.Cl.[CH3:10][O:11][CH2:12][CH2:13][NH:14][NH2:15]. Product: [CH:1]1([C:4]2[CH:5]=[C:6]([NH2:7])[N:14]([CH2:13][CH2:12][O:11][CH3:10])[N:15]=2)[CH2:3][CH2:2]1. The catalyst class is: 8. (6) Reactant: [F:1][C:2]1[CH:3]=[C:4]([C:11]2[CH:16]=[C:15]([F:17])[CH:14]=[CH:13][C:12]=2[O:18][CH3:19])[CH:5]=[CH:6][C:7]=1[CH:8]([NH2:10])[CH3:9].C(N(CC)CC)C.[CH3:27][N:28]1[CH:32]=[C:31]([S:33](Cl)(=[O:35])=[O:34])[C:30]([C:37]([F:40])([F:39])[F:38])=[N:29]1. Product: [F:1][C:2]1[CH:3]=[C:4]([C:11]2[CH:16]=[C:15]([F:17])[CH:14]=[CH:13][C:12]=2[O:18][CH3:19])[CH:5]=[CH:6][C:7]=1[CH:8]([NH:10][S:33]([C:31]1[C:30]([C:37]([F:40])([F:38])[F:39])=[N:29][N:28]([CH3:27])[CH:32]=1)(=[O:35])=[O:34])[CH3:9]. The catalyst class is: 4.